This data is from Forward reaction prediction with 1.9M reactions from USPTO patents (1976-2016). The task is: Predict the product of the given reaction. (1) Given the reactants C[C:2]1[CH:10]=[C:9]([Br:11])[CH:8]=[CH:7][C:3]=1[C:4]([OH:6])=O.[H-].[Na+].[CH3:14][C:15]([C:17]1[CH:22]=[CH:21][C:20]([Br:23])=[CH:19][CH:18]=1)=[O:16].CO, predict the reaction product. The product is: [Br:23][C:20]1[CH:21]=[CH:22][C:17]([C:15](=[O:16])[CH2:14][C:4](=[O:6])[C:3]2[CH:2]=[CH:10][C:9]([Br:11])=[CH:8][CH:7]=2)=[CH:18][CH:19]=1. (2) Given the reactants [CH3:1][C:2]1([CH3:17])[C:6]([CH3:8])([CH3:7])[O:5][B:4]([C:9]2[S:13][C:12]([C:14]([OH:16])=O)=[CH:11][CH:10]=2)[O:3]1.O[N:19]1[C:23]2[CH:24]=[CH:25][CH:25]=[CH:24][C:23]=2[N:19]=N1.C1(N=C=NC2CCCCC2)CCCCC1.C1(N)CC1, predict the reaction product. The product is: [CH:23]1([NH:19][C:14]([C:12]2[S:13][C:9]([B:4]3[O:5][C:6]([CH3:7])([CH3:8])[C:2]([CH3:1])([CH3:17])[O:3]3)=[CH:10][CH:11]=2)=[O:16])[CH2:24][CH2:25]1. (3) Given the reactants [Cl:1][C:2]1[CH:7]=[C:6]([Cl:8])[CH:5]=[CH:4][C:3]=1[C:9]1[N:10]=[C:11](/[CH:16]=[CH:17]/[C:18]2[CH:23]=[CH:22][C:21]([C:24]3[CH:29]=[CH:28][C:27]([OH:30])=[CH:26][CH:25]=3)=[CH:20][CH:19]=2)[N:12]([CH2:14][CH3:15])[CH:13]=1.Br[CH2:32][C:33]1[CH:38]=[CH:37][C:36]([CH2:39][C:40]([O:42]C)=[O:41])=[CH:35][CH:34]=1, predict the reaction product. The product is: [Cl:1][C:2]1[CH:7]=[C:6]([Cl:8])[CH:5]=[CH:4][C:3]=1[C:9]1[N:10]=[C:11](/[CH:16]=[CH:17]/[C:18]2[CH:23]=[CH:22][C:21]([C:24]3[CH:25]=[CH:26][C:27]([O:30][CH2:32][C:33]4[CH:34]=[CH:35][C:36]([CH2:39][C:40]([OH:42])=[O:41])=[CH:37][CH:38]=4)=[CH:28][CH:29]=3)=[CH:20][CH:19]=2)[N:12]([CH2:14][CH3:15])[CH:13]=1.